From a dataset of Full USPTO retrosynthesis dataset with 1.9M reactions from patents (1976-2016). Predict the reactants needed to synthesize the given product. (1) Given the product [NH2:1][C:2]1[N:7]=[C:6]([C:8]2[CH:13]=[CH:12][C:11]([O:14][CH3:15])=[CH:10][CH:9]=2)[C:5]([C:16]2[CH:21]=[CH:20][C:19](=[O:22])[N:18]([CH:23]([CH3:25])[CH3:24])[CH:17]=2)=[N:4][CH:3]=1, predict the reactants needed to synthesize it. The reactants are: [NH2:1][C:2]1[C:3](C(O)=O)=[N:4][C:5]([C:16]2[CH:21]=[CH:20][C:19](=[O:22])[N:18]([CH:23]([CH3:25])[CH3:24])[CH:17]=2)=[C:6]([C:8]2[CH:13]=[CH:12][C:11]([O:14][CH3:15])=[CH:10][CH:9]=2)[N:7]=1. (2) Given the product [C:1]([O:5][C:6](=[O:22])[NH:7][C:8]1[CH:13]=[CH:12][C:11]([C:14]2[O:15][CH:16]=[CH:17][CH:18]=2)=[CH:10][C:9]=1[NH2:19])([CH3:4])([CH3:2])[CH3:3], predict the reactants needed to synthesize it. The reactants are: [C:1]([O:5][C:6](=[O:22])[NH:7][C:8]1[CH:13]=[CH:12][C:11]([C:14]2[O:15][CH:16]=[CH:17][CH:18]=2)=[CH:10][C:9]=1[N+:19]([O-])=O)([CH3:4])([CH3:3])[CH3:2]. (3) Given the product [CH3:1][O:2][C:3](=[O:23])[CH2:4][C:5]1[CH:10]=[C:9]([C:11]([F:12])([F:14])[F:13])[CH:8]=[C:7]([OH:15])[CH:6]=1, predict the reactants needed to synthesize it. The reactants are: [CH3:1][O:2][C:3](=[O:23])[CH2:4][C:5]1[CH:10]=[C:9]([C:11]([F:14])([F:13])[F:12])[CH:8]=[C:7]([O:15]CC2C=CC=CC=2)[CH:6]=1. (4) Given the product [OH:3][CH:1]([C:4]1[CH:5]=[C:6]2[CH:12]=[CH:11][O:10][C:7]2=[CH:8][N:9]=1)[CH3:2], predict the reactants needed to synthesize it. The reactants are: [C:1]([C:4]1[CH:5]=[C:6]2[CH:12]=[CH:11][O:10][C:7]2=[CH:8][N:9]=1)(=[O:3])[CH3:2].[H-].C([Al+]CC(C)C)C(C)C.[Cl-].[NH4+]. (5) Given the product [C:1]([O:5][C:6]([N:8]1[CH2:9][CH2:10][CH:11]([N:14]2[C:18]([C:19]3[CH:24]=[CH:23][N:22]=[CH:21][CH:20]=3)=[C:17]([C:25]3[CH:26]=[CH:27][C:28]([Cl:31])=[CH:29][CH:30]=3)[C:16](=[O:32])[NH:15]2)[CH2:12][CH2:13]1)=[O:7])([CH3:4])([CH3:2])[CH3:3], predict the reactants needed to synthesize it. The reactants are: [C:1]([O:5][C:6]([N:8]1[CH2:13][CH2:12][CH:11]([N:14]2[CH:18]([C:19]3[CH:24]=[CH:23][N:22]=[CH:21][CH:20]=3)[CH:17]([C:25]3[CH:30]=[CH:29][C:28]([Cl:31])=[CH:27][CH:26]=3)[C:16](=[O:32])[NH:15]2)[CH2:10][CH2:9]1)=[O:7])([CH3:4])([CH3:3])[CH3:2]. (6) The reactants are: [C:1]1([C:7]2[N:12]=[CH:11][C:10]([C:13]3[S:14][CH:15]=[C:16]([C:18]([OH:20])=O)[N:17]=3)=[CH:9][N:8]=2)[CH:6]=[CH:5][CH:4]=[CH:3][CH:2]=1.CCN=C=NCCCN(C)C.C1C=CC2N(O)N=NC=2C=1.[CH3:42][O:43][CH2:44][CH2:45][CH2:46][NH2:47].C(N(C(C)C)CC)(C)C. Given the product [CH3:42][O:43][CH2:44][CH2:45][CH2:46][NH:47][C:18]([C:16]1[N:17]=[C:13]([C:10]2[CH:11]=[N:12][C:7]([C:1]3[CH:2]=[CH:3][CH:4]=[CH:5][CH:6]=3)=[N:8][CH:9]=2)[S:14][CH:15]=1)=[O:20], predict the reactants needed to synthesize it. (7) Given the product [CH3:1][O:2][C:3]1[CH:4]=[C:5]2[C:9](=[CH:10][CH:11]=1)[N:8]([CH3:12])[CH2:7][CH2:6]2, predict the reactants needed to synthesize it. The reactants are: [CH3:1][O:2][C:3]1[CH:4]=[C:5]2[C:9](=[CH:10][CH:11]=1)[N:8]([CH3:12])[CH:7]=[CH:6]2.FC(F)(F)C(O)=O.C([BH3-])#N.[Na+].[OH-].[Na+]. (8) Given the product [Cl:1][C:2]1[CH:31]=[CH:30][CH:29]=[C:28]([F:32])[C:3]=1[C:4]1[NH:6][C:7](=[O:8])[N:9]([C:18]2[CH:23]=[CH:22][C:21]([C:24]([O:26][CH3:27])=[O:25])=[CH:20][CH:19]=2)[N:10]=1, predict the reactants needed to synthesize it. The reactants are: [Cl:1][C:2]1[CH:31]=[CH:30][CH:29]=[C:28]([F:32])[C:3]=1[C:4]([NH:6][C:7]([N:9]([C:18]1[CH:23]=[CH:22][C:21]([C:24]([O:26][CH3:27])=[O:25])=[CH:20][CH:19]=1)[NH:10]C(OC(C)(C)C)=O)=[O:8])=O.FC(F)(F)C(O)=O. (9) Given the product [CH2:22]([O:29][C:30]1[CH:31]=[CH:32][C:33]([N:34]([CH3:35])[C:10]([C:1]2[CH:2]=[CH:3][N:4]3[C:9]=2[CH:8]=[CH:7][CH:6]=[CH:5]3)=[O:12])=[CH:36][CH:37]=1)[C:23]1[CH:24]=[CH:25][CH:26]=[CH:27][CH:28]=1, predict the reactants needed to synthesize it. The reactants are: [C:1]1([C:10]([OH:12])=O)[CH:2]=[CH:3][N:4]2[C:9]=1[CH:8]=[CH:7][CH:6]=[CH:5]2.ClC(N(C)C)=C(C)C.Cl.[CH2:22]([O:29][C:30]1[CH:37]=[CH:36][C:33]([NH:34][CH3:35])=[CH:32][CH:31]=1)[C:23]1[CH:28]=[CH:27][CH:26]=[CH:25][CH:24]=1.C(N(CC)CC)C. (10) Given the product [O:1]=[C:2]1[NH:7][C:6]([CH2:8][CH2:9][C:10]([OH:12])=[O:11])=[N:5][C:4]2[N:17]=[CH:18][CH:19]=[CH:20][C:3]1=2, predict the reactants needed to synthesize it. The reactants are: [O:1]=[C:2]1[NH:7][C:6]([CH2:8][CH2:9][C:10]([O:12]C(C)(C)C)=[O:11])=[N:5][C:4]2[N:17]=[CH:18][CH:19]=[CH:20][C:3]1=2.FC(F)(F)C(O)=O.CO.